Task: Predict the reaction yield, written as a fraction of the theoretical maximum amount of product (1.0 means a 100% yield; for example, 0.34 means a 34% yield).. Dataset: Reaction yield outcomes from USPTO patents with 853,638 reactions The reactants are [C:1]1([C:7]2[CH:17]=[N:16][C:10]3[O:11][CH2:12][C:13](=[O:15])[NH:14][C:9]=3[CH:8]=2)[CH:6]=[CH:5][CH:4]=[CH:3][CH:2]=1.[Br:18]N1C(=O)CCC1=O. The catalyst is CN(C)C=O.C(OCC)(=O)C. The product is [Br:18][C:17]1[C:7]([C:1]2[CH:2]=[CH:3][CH:4]=[CH:5][CH:6]=2)=[CH:8][C:9]2[NH:14][C:13](=[O:15])[CH2:12][O:11][C:10]=2[N:16]=1. The yield is 0.900.